This data is from Full USPTO retrosynthesis dataset with 1.9M reactions from patents (1976-2016). The task is: Predict the reactants needed to synthesize the given product. (1) Given the product [Cl:68][C:69]1[CH:70]=[C:71]([C:76]2([C:81]([F:83])([F:82])[F:84])[CH:77]=[N:78][N:79]([C:48]3[CH:60]=[CH:59][C:51]([C:52]([O:54][C:55]([CH3:58])([CH3:57])[CH3:56])=[O:53])=[C:50]([CH3:61])[CH:49]=3)[CH2:80]2)[CH:72]=[C:73]([Cl:75])[CH:74]=1, predict the reactants needed to synthesize it. The reactants are: C1(P(C2C=CC=CC=2)C2C=CC3C(=CC=CC=3)C=2C2C3C(=CC=CC=3)C=CC=2P(C2C=CC=CC=2)C2C=CC=CC=2)C=CC=CC=1.Br[C:48]1[CH:60]=[CH:59][C:51]([C:52]([O:54][C:55]([CH3:58])([CH3:57])[CH3:56])=[O:53])=[C:50]([CH3:61])[CH:49]=1.CC(C)([O-])C.[Na+].[Cl:68][C:69]1[CH:70]=[C:71]([C:76]2([C:81]([F:84])([F:83])[F:82])[CH2:80][NH:79][N:78]=[CH:77]2)[CH:72]=[C:73]([Cl:75])[CH:74]=1. (2) Given the product [ClH:42].[ClH:42].[NH2:32][C@H:29]1[CH2:30][CH2:31][N:27]([C@H:3]([C:4]2[CH:5]=[CH:6][C:7]3[N:8]([C:10]([C:13]4[CH:22]=[CH:21][C:20]5[C:15](=[C:16]([O:23][CH2:24][CH2:25][OH:26])[CH:17]=[CH:18][CH:19]=5)[N:14]=4)=[N:11][N:12]=3)[CH:9]=2)[C:2]([F:40])([F:41])[F:1])[CH2:28]1, predict the reactants needed to synthesize it. The reactants are: [F:1][C:2]([F:41])([F:40])[C@H:3]([N:27]1[CH2:31][CH2:30][C@H:29]([NH:32]C(=O)OC(C)(C)C)[CH2:28]1)[C:4]1[CH:5]=[CH:6][C:7]2[N:8]([C:10]([C:13]3[CH:22]=[CH:21][C:20]4[C:15](=[C:16]([O:23][CH2:24][CH2:25][OH:26])[CH:17]=[CH:18][CH:19]=4)[N:14]=3)=[N:11][N:12]=2)[CH:9]=1.[ClH:42]. (3) Given the product [CH3:11][N:10]1[C:3]2[C:2]([O:19][C:16]3[CH:17]=[CH:18][C:13]([NH2:12])=[CH:14][CH:15]=3)=[N:7][CH:6]=[N:5][C:4]=2[CH:8]=[CH:9]1, predict the reactants needed to synthesize it. The reactants are: Cl[C:2]1[C:3]2[N:10]([CH3:11])[CH:9]=[CH:8][C:4]=2[N:5]=[CH:6][N:7]=1.[NH2:12][C:13]1[CH:18]=[CH:17][C:16]([OH:19])=[CH:15][CH:14]=1.C(=O)([O-])[O-].[K+].[K+].CN1CCCC1=O. (4) Given the product [O:44]=[S:2]1(=[O:1])[CH2:7][CH2:6][CH:5]([CH2:8][O:9][C:10]2[CH:15]=[CH:14][C:13]([C:16]3[C:17]4[CH:24]=[C:23]([O:25][CH2:26][C:27]5[CH:28]=[CH:29][C:30]([C@@H:33]([C:40]#[C:41][CH3:42])[CH2:34][C:35]([OH:37])=[O:36])=[CH:31][CH:32]=5)[CH:22]=[CH:21][C:18]=4[S:19][CH:20]=3)=[C:12]([CH3:43])[CH:11]=2)[CH2:4][CH2:3]1, predict the reactants needed to synthesize it. The reactants are: [O:1]=[S:2]1(=[O:44])[CH2:7][CH2:6][CH:5]([CH2:8][O:9][C:10]2[CH:15]=[CH:14][C:13]([C:16]3[C:17]4[CH:24]=[C:23]([O:25][CH2:26][C:27]5[CH:32]=[CH:31][C:30]([C@@H:33]([C:40]#[C:41][CH3:42])[CH2:34][C:35]([O:37]CC)=[O:36])=[CH:29][CH:28]=5)[CH:22]=[CH:21][C:18]=4[S:19][CH:20]=3)=[C:12]([CH3:43])[CH:11]=2)[CH2:4][CH2:3]1.[Li+].[OH-].Cl. (5) Given the product [Cl:1][C:2]1[CH:7]=[CH:6][CH:5]=[CH:4][C:3]=1[NH:8][C:9]([NH:11][C:12]1[CH:17]=[C:16]([NH:35][C:32]2[CH:33]=[CH:34][C:29]([O:28][CH2:27][CH2:26][CH2:25][N:19]3[CH2:20][CH2:21][O:22][CH2:23][CH2:24]3)=[CH:30][CH:31]=2)[N:15]=[CH:14][N:13]=1)=[O:10], predict the reactants needed to synthesize it. The reactants are: [Cl:1][C:2]1[CH:7]=[CH:6][CH:5]=[CH:4][C:3]=1[NH:8][C:9]([NH:11][C:12]1[CH:17]=[C:16](Cl)[N:15]=[CH:14][N:13]=1)=[O:10].[N:19]1([CH2:25][CH2:26][CH2:27][O:28][C:29]2[CH:34]=[CH:33][C:32]([NH2:35])=[CH:31][CH:30]=2)[CH2:24][CH2:23][O:22][CH2:21][CH2:20]1.Cl. (6) Given the product [O:17]1[CH2:22][CH2:21][N:20]([CH2:23][CH2:24][NH:25][C:2]([NH:1][C:4]2[CH:9]=[CH:8][C:7]([C:10]([F:13])([F:12])[F:11])=[CH:6][C:5]=2[N+:14]([O-:16])=[O:15])=[O:3])[CH2:19][CH2:18]1, predict the reactants needed to synthesize it. The reactants are: [N:1]([C:4]1[CH:9]=[CH:8][C:7]([C:10]([F:13])([F:12])[F:11])=[CH:6][C:5]=1[N+:14]([O-:16])=[O:15])=[C:2]=[O:3].[O:17]1[CH2:22][CH2:21][N:20]([CH2:23][CH2:24][NH2:25])[CH2:19][CH2:18]1. (7) Given the product [CH:19]1([C:22]2[CH:30]=[C:29]3[C:25]([CH2:26][O:27][C:28]3=[O:31])=[CH:24][C:23]=2[CH:32]([OH:33])[CH2:34][N:8]2[CH2:7][CH2:6][C:5]3([CH2:1][N:2]([C:11]4[CH:18]=[CH:17][C:14]([C:15]#[N:16])=[CH:13][N:12]=4)[CH2:3][CH2:4]3)[CH2:10][CH2:9]2)[CH2:21][CH2:20]1, predict the reactants needed to synthesize it. The reactants are: [CH2:1]1[C:5]2([CH2:10][CH2:9][NH:8][CH2:7][CH2:6]2)[CH2:4][CH2:3][N:2]1[C:11]1[CH:18]=[CH:17][C:14]([C:15]#[N:16])=[CH:13][N:12]=1.[CH:19]1([C:22]2[CH:30]=[C:29]3[C:25]([CH2:26][O:27][C:28]3=[O:31])=[CH:24][C:23]=2[CH:32]2[CH2:34][O:33]2)[CH2:21][CH2:20]1. (8) The reactants are: [Cl:1][C:2]1[CH:9]=[C:8]([N:10]([CH2:16][C:17]2[CH:22]=[CH:21][CH:20]=[CH:19][CH:18]=2)[C@H:11]2[CH2:15][CH2:14][NH:13][CH2:12]2)[CH:7]=[CH:6][C:3]=1[C:4]#[N:5].[C:23]1([CH2:29][S:30](Cl)(=[O:32])=[O:31])[CH:28]=[CH:27][CH:26]=[CH:25][CH:24]=1. Given the product [Cl:1][C:2]1[CH:9]=[C:8]([N:10]([CH2:16][C:17]2[CH:18]=[CH:19][CH:20]=[CH:21][CH:22]=2)[C@H:11]2[CH2:15][CH2:14][N:13]([S:30]([CH2:29][C:23]3[CH:28]=[CH:27][CH:26]=[CH:25][CH:24]=3)(=[O:32])=[O:31])[CH2:12]2)[CH:7]=[CH:6][C:3]=1[C:4]#[N:5], predict the reactants needed to synthesize it. (9) Given the product [N:1]1([CH2:9][CH:10]2[CH2:14][S:13][C:12]([NH:15][C:16](=[O:22])[O:17][C:18]([CH3:21])([CH3:20])[CH3:19])=[N:11]2)[CH:5]=[N:4][CH:3]=[N:2]1, predict the reactants needed to synthesize it. The reactants are: [NH:1]1[CH:5]=[N:4][CH:3]=[N:2]1.[H-].[Na+].I[CH2:9][CH:10]1[CH2:14][S:13][C:12]([NH:15][C:16](=[O:22])[O:17][C:18]([CH3:21])([CH3:20])[CH3:19])=[N:11]1.[Cl-].[NH4+]. (10) Given the product [CH3:1][C:2]1[CH:3]=[C:4]2[C:5](=[CH:6][CH:7]=1)[N:8]=[CH:12][CH:10]=[N:9]2, predict the reactants needed to synthesize it. The reactants are: [CH3:1][C:2]1[CH:3]=[C:4]([NH2:9])[C:5]([NH2:8])=[CH:6][CH:7]=1.[CH:10]([CH:12]=O)=O.